Dataset: Forward reaction prediction with 1.9M reactions from USPTO patents (1976-2016). Task: Predict the product of the given reaction. (1) Given the reactants C([N:8]1[C:17]2[C:12](=[CH:13][C:14]([O:18][C:19](=[O:27])[NH:20][CH2:21][CH2:22][CH2:23][CH2:24][CH2:25][CH3:26])=[CH:15][CH:16]=2)[CH2:11][CH2:10][CH2:9]1)C1C=CC=CC=1.[H][H], predict the reaction product. The product is: [NH:8]1[C:17]2[C:12](=[CH:13][C:14]([O:18][C:19](=[O:27])[NH:20][CH2:21][CH2:22][CH2:23][CH2:24][CH2:25][CH3:26])=[CH:15][CH:16]=2)[CH2:11][CH2:10][CH2:9]1. (2) Given the reactants [CH2:1]([N:8]1[C:16]2[C:11](=[N:12][CH:13]=[C:14]([C:26]#N)[C:15]=2[O:17][CH2:18][C:19]2[CH:24]=[CH:23][C:22]([F:25])=[CH:21][CH:20]=2)[C:10]([CH3:28])=[C:9]1[CH3:29])[C:2]1[CH:7]=[CH:6][CH:5]=[CH:4][CH:3]=1.[OH-:30].[K+].[OH2:32], predict the reaction product. The product is: [CH2:1]([N:8]1[C:16]2[C:11](=[N:12][CH:13]=[C:14]([C:26]([OH:32])=[O:30])[C:15]=2[O:17][CH2:18][C:19]2[CH:24]=[CH:23][C:22]([F:25])=[CH:21][CH:20]=2)[C:10]([CH3:28])=[C:9]1[CH3:29])[C:2]1[CH:7]=[CH:6][CH:5]=[CH:4][CH:3]=1. (3) Given the reactants [C:1]([O:5][C:6]([N:8]1[CH2:13][CH2:12][N:11]([C:14]([O:16][C:17]([CH3:20])([CH3:19])[CH3:18])=[O:15])[CH2:10][C@@H:9]1[C:21]1[CH:26]=[CH:25][C:24](Br)=[CH:23][CH:22]=1)=[O:7])([CH3:4])([CH3:3])[CH3:2].[NH:28]1[CH2:33][CH2:32][CH2:31][CH2:30][CH2:29]1.CC(C)([O-])C.[Na+].C(P(C(C)(C)C)C1C=CC=CC=1C1C=CC=CC=1)(C)(C)C, predict the reaction product. The product is: [C:1]([O:5][C:6]([N:8]1[CH2:13][CH2:12][N:11]([C:14]([O:16][C:17]([CH3:20])([CH3:19])[CH3:18])=[O:15])[CH2:10][C@@H:9]1[C:21]1[CH:26]=[CH:25][C:24]([N:28]2[CH2:33][CH2:32][CH2:31][CH2:30][CH2:29]2)=[CH:23][CH:22]=1)=[O:7])([CH3:4])([CH3:3])[CH3:2].